Dataset: Forward reaction prediction with 1.9M reactions from USPTO patents (1976-2016). Task: Predict the product of the given reaction. Given the reactants [H-].[Na+].[OH:3][C:4]1[CH:9]=[CH:8][C:7]([CH2:10][C:11]([O:13]C)=[O:12])=[CH:6][CH:5]=1.FC(F)(F)S(O[CH2:21][CH:22]([F:24])[F:23])(=O)=O.[Li+].[OH-].O.Cl, predict the reaction product. The product is: [F:23][CH:22]([F:24])[CH2:21][O:3][C:4]1[CH:5]=[CH:6][C:7]([CH2:10][C:11]([OH:13])=[O:12])=[CH:8][CH:9]=1.